From a dataset of Catalyst prediction with 721,799 reactions and 888 catalyst types from USPTO. Predict which catalyst facilitates the given reaction. Reactant: [Li]CCCC.Br[C:7]1[CH:12]=[CH:11][N:10]=[C:9]([CH3:13])[CH:8]=1.[Sn:14](Cl)([CH2:23][CH2:24][CH2:25][CH3:26])([CH2:19][CH2:20][CH2:21][CH3:22])[CH2:15][CH2:16][CH2:17][CH3:18]. Product: [CH3:13][C:9]1[CH:8]=[C:7]([Sn:14]([CH2:19][CH2:20][CH2:21][CH3:22])([CH2:23][CH2:24][CH2:25][CH3:26])[CH2:15][CH2:16][CH2:17][CH3:18])[CH:12]=[CH:11][N:10]=1. The catalyst class is: 28.